From a dataset of Full USPTO retrosynthesis dataset with 1.9M reactions from patents (1976-2016). Predict the reactants needed to synthesize the given product. (1) Given the product [C:1]([O:5][C:6]([N:8]1[CH2:9][CH:10]([OH:11])[C:12]2[S:23][C:22]([C:21]3[CH:25]=[CH:26][C:18]([N:17]([CH3:27])[CH3:16])=[CH:19][CH:20]=3)=[N:24][C:13]=2[CH2:14]1)=[O:7])([CH3:2])([CH3:3])[CH3:4], predict the reactants needed to synthesize it. The reactants are: [C:1]([O:5][C:6]([N:8]1[CH2:14][C:13](=O)[CH:12]2[CH:10]([O:11]2)[CH2:9]1)=[O:7])([CH3:4])([CH3:3])[CH3:2].[CH3:16][N:17]([CH3:27])[C:18]1[CH:26]=[CH:25][C:21]([C:22]([NH2:24])=[S:23])=[CH:20][CH:19]=1. (2) Given the product [NH2:25][C:23]([C:22]1[C:21]([CH3:29])=[C:20]([CH:28]=[CH:27][CH:26]=1)[NH:19][C:2]1[C:11]2[C:6](=[CH:7][C:8]([O:14][CH3:15])=[C:9]([O:12][CH3:13])[CH:10]=2)[N:5]=[CH:4][C:3]=1[C:16]([NH2:18])=[O:17])=[O:24], predict the reactants needed to synthesize it. The reactants are: Cl[C:2]1[C:11]2[C:6](=[CH:7][C:8]([O:14][CH3:15])=[C:9]([O:12][CH3:13])[CH:10]=2)[N:5]=[CH:4][C:3]=1[C:16]([NH2:18])=[O:17].[NH2:19][C:20]1[C:21]([CH3:29])=[C:22]([CH:26]=[CH:27][CH:28]=1)[C:23]([NH2:25])=[O:24].C(O)(=O)C.[OH-].[Na+]. (3) Given the product [S:16]1[CH:20]=[CH:19][CH:18]=[C:17]1[C:8]([C:7]1[CH:11]=[CH:12][CH:13]=[CH:14][C:6]=1[C:5]([OH:10])=[O:15])=[O:9], predict the reactants needed to synthesize it. The reactants are: [Cl-].[Al+3].[Cl-].[Cl-].[C:5]1(=[O:15])[O:10][C:8](=[O:9])[C:7]2=[CH:11][CH:12]=[CH:13][CH:14]=[C:6]12.[S:16]1[CH:20]=[CH:19][CH:18]=[CH:17]1. (4) Given the product [CH3:1][N:2]([CH2:3][C:4]1[CH:9]=[CH:8][CH:7]=[CH:6][N:5]=1)[C:16]1[C:17]2[CH2:37][N:36]([C:38](=[O:40])[CH3:39])[CH2:35][CH2:34][C:18]=2[N:19]=[C:20]([NH:22][C:23]2[CH:24]=[CH:25][C:26]([C:29]3[O:33][CH:32]=[N:31][CH:30]=3)=[CH:27][CH:28]=2)[N:21]=1, predict the reactants needed to synthesize it. The reactants are: [CH3:1][NH:2][CH2:3][C:4]1[CH:9]=[CH:8][CH:7]=[CH:6][N:5]=1.FC(F)(F)S(O[C:16]1[C:17]2[CH2:37][N:36]([C:38](=[O:40])[CH3:39])[CH2:35][CH2:34][C:18]=2[N:19]=[C:20]([NH:22][C:23]2[CH:28]=[CH:27][C:26]([C:29]3[O:33][CH:32]=[N:31][CH:30]=3)=[CH:25][CH:24]=2)[N:21]=1)(=O)=O.S(C1C=CC(C)=CC=1)([O-])(=O)=O. (5) Given the product [S:14]1[C:10]([C:8]([NH:7][C@H:6]([C:5]([OH:23])=[O:4])[CH2:19][CH:20]([CH3:22])[CH3:21])=[O:9])=[CH:11][C:12]2[CH:18]=[CH:17][CH:16]=[CH:15][C:13]1=2, predict the reactants needed to synthesize it. The reactants are: [OH-].[Li+].C[O:4][C:5](=[O:23])[C@H:6]([CH2:19][CH:20]([CH3:22])[CH3:21])[NH:7][C:8]([C:10]1[S:14][C:13]2[CH:15]=[CH:16][CH:17]=[CH:18][C:12]=2[CH:11]=1)=[O:9].O.[CH]Cl. (6) Given the product [CH2:1]([O:3][C:4]([C:6]1[N:7]([CH2:11][CH:12]=[CH2:13])[CH:8]=[C:9]([C:21](=[O:22])[C:20]([F:31])([F:30])[F:19])[CH:10]=1)=[O:5])[CH3:2], predict the reactants needed to synthesize it. The reactants are: [CH2:1]([O:3][C:4]([C:6]1[N:7]([CH2:11][CH:12]=[CH2:13])[CH:8]=[CH:9][CH:10]=1)=[O:5])[CH3:2].CN(C=O)C.[F:19][C:20]([F:31])([F:30])[C:21](O[C:21](=[O:22])[C:20]([F:31])([F:30])[F:19])=[O:22]. (7) Given the product [NH2:1][C:2]1[C:10]2[C:9]([C:11]3[CH:16]=[CH:15][CH:14]=[C:13]([NH:17][C:33]([NH:32][C:29]4[CH:30]=[CH:31][C:26]([F:25])=[CH:27][CH:28]=4)=[O:34])[CH:12]=3)=[N:8][C:7]([NH:18][CH:19]3[CH2:20][CH2:21]3)=[N:6][C:5]=2[S:4][C:3]=1[C:22]([NH2:24])=[O:23], predict the reactants needed to synthesize it. The reactants are: [NH2:1][C:2]1[C:10]2[C:9]([C:11]3[CH:16]=[CH:15][CH:14]=[C:13]([NH2:17])[CH:12]=3)=[N:8][C:7]([NH:18][CH:19]3[CH2:21][CH2:20]3)=[N:6][C:5]=2[S:4][C:3]=1[C:22]([NH2:24])=[O:23].[F:25][C:26]1[CH:31]=[CH:30][C:29]([N:32]=[C:33]=[O:34])=[CH:28][CH:27]=1. (8) Given the product [NH2:16][CH2:2][C:3]1[C:12]2[C:7](=[CH:8][CH:9]=[CH:10][CH:11]=2)[CH:6]=[C:5]([C:13]#[N:14])[CH:4]=1, predict the reactants needed to synthesize it. The reactants are: O[CH2:2][C:3]1[C:12]2[C:7](=[CH:8][CH:9]=[CH:10][CH:11]=2)[CH:6]=[C:5]([C:13]#[N:14])[CH:4]=1.C[N:16](C=O)C.C1C=CC(P(C2C=CC=CC=2)C2C=CC=CC=2)=CC=1.[N-]=[N+]=[N-].[Na+]. (9) Given the product [O:59]=[S:58]1(=[O:60])[CH2:39][CH2:38][N:37]([CH2:36][CH2:35][NH:34][C@:18]23[CH2:30][CH2:29][C@@H:28]([C:31]([CH3:33])=[CH2:32])[C@@H:19]2[C@@H:20]2[C@@:15]([CH3:47])([CH2:16][CH2:17]3)[C@@:14]3([CH3:48])[C@@H:23]([C@:24]4([CH3:27])[C@@H:11]([CH2:12][CH2:13]3)[C:10]([CH3:49])([CH3:50])[C:9]([C:6]3[CH2:7][CH2:8][C:3]([CH2:2][F:1])([C:51]([O:53][CH2:54][CH3:55])=[O:52])[CH2:4][CH:5]=3)=[CH:26][CH2:25]4)[CH2:22][CH2:21]2)[CH2:42][CH2:57]1, predict the reactants needed to synthesize it. The reactants are: [F:1][CH2:2][C:3]1([C:51]([O:53][CH2:54][CH3:55])=[O:52])[CH2:8][CH2:7][C:6]([C:9]2[C:10]([CH3:50])([CH3:49])[C@H:11]3[C@:24]([CH3:27])([CH2:25][CH:26]=2)[C@@H:23]2[C@:14]([CH3:48])([C@@:15]4([CH3:47])[C@H:20]([CH2:21][CH2:22]2)[C@H:19]2[C@H:28]([C:31]([CH3:33])=[CH2:32])[CH2:29][CH2:30][C@:18]2([NH:34][CH2:35][CH2:36][N:37]2[CH2:42]CC(S(C)(=O)=O)[CH2:39][CH2:38]2)[CH2:17][CH2:16]4)[CH2:13][CH2:12]3)=[CH:5][CH2:4]1.F[C:57](F)(F)[S:58](OC1C(C)(C)[C@H]2[C@](C)(CC=1)[C@@H]1[C@](C)([C@@]3(C)[C@H](CC1)[C@H]1[C@H](C(C)=C)CC[C@]1(NCCN1CC[S:58](=[O:60])(=[O:59])[CH2:57]C1)CC3)CC2)(=[O:60])=[O:59]. (10) The reactants are: CO[C:3]([CH:5]1[CH2:9][C:8](=[CH2:10])[CH2:7][CH:6]1[C:11]([OH:13])=[O:12])=O.C(N(CC)CC)C.ClC(OCC)=O.[BH4-].[Na+].Cl.[Na+].[Cl-]. Given the product [CH2:10]=[C:8]1[CH2:7][C@H:6]2[C:11](=[O:12])[O:13][CH2:3][C@H:5]2[CH2:9]1, predict the reactants needed to synthesize it.